Predict the reactants needed to synthesize the given product. From a dataset of Full USPTO retrosynthesis dataset with 1.9M reactions from patents (1976-2016). Given the product [ClH:33].[ClH:33].[CH3:1][O:2][C:3](=[O:32])[CH2:4][C:5]1[CH:6]=[N:7][CH:8]=[C:9]([C:11]2[CH:16]=[CH:15][C:14]([C:17]([F:18])([F:19])[F:20])=[CH:13][C:12]=2[CH2:21][NH:22][CH2:23][CH3:24])[CH:10]=1, predict the reactants needed to synthesize it. The reactants are: [CH3:1][O:2][C:3](=[O:32])[CH2:4][C:5]1[CH:6]=[N:7][CH:8]=[C:9]([C:11]2[CH:16]=[CH:15][C:14]([C:17]([F:20])([F:19])[F:18])=[CH:13][C:12]=2[CH2:21][N:22](C(OC(C)(C)C)=O)[CH2:23][CH3:24])[CH:10]=1.[ClH:33].